From a dataset of Reaction yield outcomes from USPTO patents with 853,638 reactions. Predict the reaction yield, written as a fraction of the theoretical maximum amount of product (1.0 means a 100% yield; for example, 0.34 means a 34% yield). The reactants are [Cl:1][C:2]1[C:7]([N+:8]([O-])=O)=[CH:6][CH:5]=[CH:4][N:3]=1.[CH:11]([Mg]Br)=[CH2:12]. The catalyst is C1COCC1. The product is [Cl:1][C:2]1[N:3]=[CH:4][CH:5]=[C:6]2[CH:12]=[CH:11][NH:8][C:7]=12. The yield is 0.260.